From a dataset of Catalyst prediction with 721,799 reactions and 888 catalyst types from USPTO. Predict which catalyst facilitates the given reaction. (1) Reactant: [F:1][C:2]1[CH:3]=[C:4]([CH:13]=[CH:14][C:15]=1[F:16])[CH2:5][N:6]1[CH2:11][CH2:10][C:9](=O)[CH2:8][CH2:7]1.S1C=CC=C1.[CH3:22][NH2:23].[H][H]. Product: [F:1][C:2]1[CH:3]=[C:4]([CH:13]=[CH:14][C:15]=1[F:16])[CH2:5][N:6]1[CH2:11][CH2:10][CH:9]([NH:23][CH3:22])[CH2:8][CH2:7]1. The catalyst class is: 43. (2) Reactant: [N+:1]([C:4]1[CH:5]=[C:6]([CH:10](O)[CH3:11])[CH:7]=[CH:8][CH:9]=1)([O-:3])=[O:2].[BrH:13]. Product: [Br:13][CH:10]([C:6]1[CH:7]=[CH:8][CH:9]=[C:4]([N+:1]([O-:3])=[O:2])[CH:5]=1)[CH3:11]. The catalyst class is: 699. (3) Reactant: [C:1]([C:3]1[CH:4]=[C:5]([C:16]([O:18]C)=[O:17])[C:6]2[C:7]([CH3:15])=[CH:8][N:9]([CH:12]([CH3:14])[CH3:13])[C:10]=2[CH:11]=1)#[N:2].CO.[OH-].[Na+]. Product: [C:1]([C:3]1[CH:4]=[C:5]([C:16]([OH:18])=[O:17])[C:6]2[C:7]([CH3:15])=[CH:8][N:9]([CH:12]([CH3:14])[CH3:13])[C:10]=2[CH:11]=1)#[N:2]. The catalyst class is: 1. (4) Reactant: [NH2:1][C:2]1[N:7]=[CH:6][CH:5]=[CH:4][N:3]=1.[Br:8][CH2:9][C:10]([C:12]1[CH:17]=[CH:16][C:15]([N+:18]([O-:20])=[O:19])=[CH:14][CH:13]=1)=O.CCOC(C)=O. Product: [BrH:8].[N+:18]([C:15]1[CH:16]=[CH:17][C:12]([C:10]2[N:1]=[C:2]3[N:7]=[CH:6][CH:5]=[CH:4][N:3]3[CH:9]=2)=[CH:13][CH:14]=1)([O-:20])=[O:19]. The catalyst class is: 3. (5) Reactant: [Si:1]([O:8][C@@H:9]([CH2:36][O:37][Si:38]([C:41]([CH3:44])([CH3:43])[CH3:42])([CH3:40])[CH3:39])[CH2:10][CH2:11][C:12]1[C:13](=[O:35])[CH2:14][C@H:15]2[C:24]=1[C@H:23](O[Si](C(C)(C)C)(C)C)[C:22]1[C:17](=[C:18]([O:33][CH3:34])[CH:19]=[CH:20][CH:21]=1)[CH2:16]2)([C:4]([CH3:7])([CH3:6])[CH3:5])([CH3:3])[CH3:2].C(=O)([O-])[O-].[K+].[K+].[H][H].O. Product: [Si:1]([O:8][C@@H:9]([CH2:36][O:37][Si:38]([C:41]([CH3:44])([CH3:43])[CH3:42])([CH3:39])[CH3:40])[CH2:10][CH2:11][CH:12]1[C@H:24]2[CH2:23][C:22]3[C:17]([CH2:16][C@H:15]2[CH2:14][C:13]1=[O:35])=[C:18]([O:33][CH3:34])[CH:19]=[CH:20][CH:21]=3)([C:4]([CH3:5])([CH3:6])[CH3:7])([CH3:3])[CH3:2]. The catalyst class is: 29. (6) Reactant: C(OC(=O)[NH:7][C@H:8]([CH2:33][C:34]1[CH:39]=[C:38]([F:40])[C:37]([F:41])=[CH:36][C:35]=1[F:42])[CH2:9][C:10]([N:12]1[CH2:17][CH2:16][N:15]2[C:18]([C:29]([F:32])([F:31])[F:30])=[N:19][C:20]([C:21](=[O:28])[NH:22][CH2:23][CH2:24][N:25]([CH3:27])[CH3:26])=[C:14]2[CH2:13]1)=[O:11])(C)(C)C.[ClH:44]. Product: [ClH:44].[ClH:44].[CH3:27][N:25]([CH3:26])[CH2:24][CH2:23][NH:22][C:21]([C:20]1[N:19]=[C:18]([C:29]([F:30])([F:31])[F:32])[N:15]2[CH2:16][CH2:17][N:12]([C:10](=[O:11])[CH2:9][C@H:8]([NH2:7])[CH2:33][C:34]3[CH:39]=[C:38]([F:40])[C:37]([F:41])=[CH:36][C:35]=3[F:42])[CH2:13][C:14]=12)=[O:28]. The catalyst class is: 13. (7) Reactant: C[O:2][C:3](=[O:29])[CH2:4][CH2:5][CH2:6][CH2:7][CH2:8][CH2:9][N:10]1[C:19]2[C:14]([C:15](=[O:22])[N:16]([CH3:21])[C:17](=[O:20])[N:18]=2)=[N:13][C:12]2[CH:23]=[C:24]([CH3:28])[C:25]([CH3:27])=[CH:26][C:11]1=2.[OH-].[Na+].C1COCC1.Cl. Product: [CH3:21][N:16]1[C:15](=[O:22])[C:14]2[C:19]([N:10]([CH2:9][CH2:8][CH2:7][CH2:6][CH2:5][CH2:4][C:3]([OH:29])=[O:2])[C:11]3[CH:26]=[C:25]([CH3:27])[C:24]([CH3:28])=[CH:23][C:12]=3[N:13]=2)=[N:18][C:17]1=[O:20]. The catalyst class is: 6.